Dataset: Forward reaction prediction with 1.9M reactions from USPTO patents (1976-2016). Task: Predict the product of the given reaction. (1) The product is: [ClH:24].[ClH:24].[N:23]1[C:22]2[CH:21]=[CH:20][N:19]=[CH:18][C:17]=2[O:16][C:15]=1[NH:14][CH:11]1[CH2:12][CH2:13][NH:8][CH2:9][CH2:10]1. Given the reactants C(OC([N:8]1[CH2:13][CH2:12][CH:11]([NH:14][C:15]2[O:16][C:17]3[CH:18]=[N:19][CH:20]=[CH:21][C:22]=3[N:23]=2)[CH2:10][CH2:9]1)=O)(C)(C)C.[ClH:24], predict the reaction product. (2) Given the reactants [C:1]([NH:4][C:5]1[S:6][CH:7]=[C:8]([CH2:10][CH2:11][CH2:12][C:13]2[CH:22]=[CH:21][C:16]([C:17](OC)=[O:18])=[CH:15][CH:14]=2)[N:9]=1)(=[O:3])[CH3:2].[H-], predict the reaction product. The product is: [OH:18][CH2:17][C:16]1[CH:21]=[CH:22][C:13]([CH2:12][CH2:11][CH2:10][C:8]2[N:9]=[C:5]([NH:4][C:1](=[O:3])[CH3:2])[S:6][CH:7]=2)=[CH:14][CH:15]=1. (3) Given the reactants Br[CH2:2][C:3]([NH2:5])=[O:4].[SH:6][C:7]1[CH:16]=[CH:15][C:10]([C:11]([O:13][CH3:14])=[O:12])=[CH:9][CH:8]=1, predict the reaction product. The product is: [NH2:5][C:3](=[O:4])[CH2:2][S:6][C:7]1[CH:8]=[CH:9][C:10]([C:11]([O:13][CH3:14])=[O:12])=[CH:15][CH:16]=1. (4) Given the reactants [Cl:1][C:2]1[CH:3]=[C:4]([C:9]2[O:13][C:12]([CH2:14][CH2:15][NH:16][C:17]([C:19]3[NH:23][N:22]=[C:21]([C:24](O)=[O:25])[CH:20]=3)=[O:18])=[CH:11][CH:10]=2)[CH:5]=[CH:6][C:7]=1[Cl:8].[OH:27][CH:28]1[CH2:33][CH2:32][NH:31][CH2:30][CH2:29]1, predict the reaction product. The product is: [Cl:1][C:2]1[CH:3]=[C:4]([C:9]2[O:13][C:12]([CH2:14][CH2:15][NH:16][C:17]([C:19]3[NH:23][N:22]=[C:21]([C:24]([N:31]4[CH2:32][CH2:33][CH:28]([OH:27])[CH2:29][CH2:30]4)=[O:25])[CH:20]=3)=[O:18])=[CH:11][CH:10]=2)[CH:5]=[CH:6][C:7]=1[Cl:8].